From a dataset of NCI-60 drug combinations with 297,098 pairs across 59 cell lines. Regression. Given two drug SMILES strings and cell line genomic features, predict the synergy score measuring deviation from expected non-interaction effect. (1) Drug 1: C1CCN(CC1)CCOC2=CC=C(C=C2)C(=O)C3=C(SC4=C3C=CC(=C4)O)C5=CC=C(C=C5)O. Drug 2: CC1CCC2CC(C(=CC=CC=CC(CC(C(=O)C(C(C(=CC(C(=O)CC(OC(=O)C3CCCCN3C(=O)C(=O)C1(O2)O)C(C)CC4CCC(C(C4)OC)OCCO)C)C)O)OC)C)C)C)OC. Cell line: HOP-62. Synergy scores: CSS=21.6, Synergy_ZIP=2.83, Synergy_Bliss=2.20, Synergy_Loewe=-11.3, Synergy_HSA=1.49. (2) Drug 1: CC1=C2C(C(=O)C3(C(CC4C(C3C(C(C2(C)C)(CC1OC(=O)C(C(C5=CC=CC=C5)NC(=O)C6=CC=CC=C6)O)O)OC(=O)C7=CC=CC=C7)(CO4)OC(=O)C)O)C)OC(=O)C. Drug 2: C1CNP(=O)(OC1)N(CCCl)CCCl. Cell line: OVCAR-5. Synergy scores: CSS=55.0, Synergy_ZIP=4.53, Synergy_Bliss=2.42, Synergy_Loewe=-41.8, Synergy_HSA=3.56. (3) Drug 1: CCC1=C2CN3C(=CC4=C(C3=O)COC(=O)C4(CC)O)C2=NC5=C1C=C(C=C5)O. Drug 2: CC1=C(C(=O)C2=C(C1=O)N3CC4C(C3(C2COC(=O)N)OC)N4)N. Cell line: CAKI-1. Synergy scores: CSS=35.0, Synergy_ZIP=4.41, Synergy_Bliss=8.53, Synergy_Loewe=2.67, Synergy_HSA=5.83. (4) Drug 1: C1=NC2=C(N1)C(=S)N=C(N2)N. Drug 2: CC1C(C(=O)NC(C(=O)N2CCCC2C(=O)N(CC(=O)N(C(C(=O)O1)C(C)C)C)C)C(C)C)NC(=O)C3=C4C(=C(C=C3)C)OC5=C(C(=O)C(=C(C5=N4)C(=O)NC6C(OC(=O)C(N(C(=O)CN(C(=O)C7CCCN7C(=O)C(NC6=O)C(C)C)C)C)C(C)C)C)N)C. Cell line: SF-268. Synergy scores: CSS=30.2, Synergy_ZIP=-1.02, Synergy_Bliss=7.23, Synergy_Loewe=6.03, Synergy_HSA=6.24. (5) Drug 1: C1=CN(C=N1)CC(O)(P(=O)(O)O)P(=O)(O)O. Drug 2: C1=NC2=C(N1)C(=S)N=CN2. Cell line: OVCAR3. Synergy scores: CSS=50.6, Synergy_ZIP=-3.68, Synergy_Bliss=-5.32, Synergy_Loewe=-13.5, Synergy_HSA=-0.0121. (6) Drug 1: CC(C)(C#N)C1=CC(=CC(=C1)CN2C=NC=N2)C(C)(C)C#N. Drug 2: C1C(C(OC1N2C=NC3=C2NC=NCC3O)CO)O. Cell line: SW-620. Synergy scores: CSS=1.49, Synergy_ZIP=-0.691, Synergy_Bliss=-1.95, Synergy_Loewe=0.446, Synergy_HSA=-0.406. (7) Drug 1: C1CCN(CC1)CCOC2=CC=C(C=C2)C(=O)C3=C(SC4=C3C=CC(=C4)O)C5=CC=C(C=C5)O. Drug 2: C(CCl)NC(=O)N(CCCl)N=O. Cell line: SF-295. Synergy scores: CSS=2.83, Synergy_ZIP=-0.215, Synergy_Bliss=-0.789, Synergy_Loewe=-2.48, Synergy_HSA=-2.20. (8) Drug 1: C(=O)(N)NO. Drug 2: CN(CC1=CN=C2C(=N1)C(=NC(=N2)N)N)C3=CC=C(C=C3)C(=O)NC(CCC(=O)O)C(=O)O. Cell line: K-562. Synergy scores: CSS=83.6, Synergy_ZIP=6.63, Synergy_Bliss=7.83, Synergy_Loewe=-18.2, Synergy_HSA=3.15.